The task is: Predict which catalyst facilitates the given reaction.. This data is from Catalyst prediction with 721,799 reactions and 888 catalyst types from USPTO. (1) Reactant: [F:1][C:2]1[CH:3]=[C:4]([C:8]2[CH:9]=[CH:10][C:11](/[CH:14]=[CH:15]/[CH:16]=O)=[N:12][CH:13]=2)[CH:5]=[CH:6][CH:7]=1.[OH:18][C@@H:19]1[CH2:23][NH:22][C@H:21]([C:24](O)=O)[CH2:20]1.[CH3:27][N:28]1[C:32](=[O:33])C=[CH:30][C:29]1=[O:34]. Product: [F:1][C:2]1[CH:3]=[C:4]([C:8]2[CH:9]=[CH:10][C:11](/[CH:14]=[CH:15]/[CH:16]3[N:22]4[CH:21]([CH2:20][CH:19]([OH:18])[CH2:23]4)[CH:24]4[C:32](=[O:33])[N:28]([CH3:27])[C:29](=[O:34])[C@H:30]34)=[N:12][CH:13]=2)[CH:5]=[CH:6][CH:7]=1. The catalyst class is: 23. (2) Reactant: [Cl:1][C:2]1[CH:11]=[CH:10][C:9]2[C:4](=[CH:5][CH:6]=[CH:7][CH:8]=2)[N:3]=1.[NH2:12][C@@H:13]1[CH2:18][CH2:17][C@H:16]([NH:19][C:20](=[O:34])[C:21]2[CH:26]=[CH:25][CH:24]=[N:23][C:22]=2[O:27][C:28]2[CH:33]=[CH:32][CH:31]=[CH:30][CH:29]=2)[CH2:15][CH2:14]1.C([O-])(O)=O.[Na+]. Product: [ClH:1].[O:27]([C:22]1[N:23]=[CH:24][CH:25]=[CH:26][C:21]=1[C:20]([NH:19][C@H:16]1[CH2:17][CH2:18][C@@H:13]([NH:12][C:2]2[CH:11]=[CH:10][C:9]3[C:4](=[CH:5][CH:6]=[CH:7][CH:8]=3)[N:3]=2)[CH2:14][CH2:15]1)=[O:34])[C:28]1[CH:29]=[CH:30][CH:31]=[CH:32][CH:33]=1. The catalyst class is: 51. (3) Reactant: [NH2:1][C:2]1[N:3]=[C:4]([CH3:24])[C:5]2[CH:11]=[C:10](Br)[C:9](=[O:13])[N:8]([C@H:14]3[CH2:19][CH2:18][C@H:17]([O:20][CH2:21][CH2:22][OH:23])[CH2:16][CH2:15]3)[C:6]=2[N:7]=1.[NH2:25][C:26]1[CH:31]=[CH:30][CH:29]=[CH:28][CH:27]=1.C([O-])([O-])=O.[Cs+].[Cs+].C1C=CC(P(C2C(C3C(P(C4C=CC=CC=4)C4C=CC=CC=4)=CC=C4C=3C=CC=C4)=C3C(C=CC=C3)=CC=2)C2C=CC=CC=2)=CC=1. Product: [NH2:1][C:2]1[N:3]=[C:4]([CH3:24])[C:5]2[CH:11]=[C:10]([NH:25][C:26]3[CH:31]=[CH:30][CH:29]=[CH:28][CH:27]=3)[C:9](=[O:13])[N:8]([C@H:14]3[CH2:19][CH2:18][C@H:17]([O:20][CH2:21][CH2:22][OH:23])[CH2:16][CH2:15]3)[C:6]=2[N:7]=1. The catalyst class is: 318.